From a dataset of Peptide-MHC class I binding affinity with 185,985 pairs from IEDB/IMGT. Regression. Given a peptide amino acid sequence and an MHC pseudo amino acid sequence, predict their binding affinity value. This is MHC class I binding data. (1) The peptide sequence is FLLAQFTSA. The MHC is HLA-A31:01 with pseudo-sequence HLA-A31:01. The binding affinity (normalized) is 0.0615. (2) The peptide sequence is RQMRASAPL. The MHC is HLA-C07:01 with pseudo-sequence YDSGYRENYRQADVSNLYLRYDSYTLAALAYTWY. The binding affinity (normalized) is 0.0847.